From a dataset of Forward reaction prediction with 1.9M reactions from USPTO patents (1976-2016). Predict the product of the given reaction. (1) Given the reactants [CH:1]([C:4]1[CH:9]=[CH:8][C:7]([C:10]([C:15]2[CH:20]=[CH:19][CH:18]=[CH:17][C:16]=2OC)(O)[CH:11]([CH3:13])[CH3:12])=[CH:6][CH:5]=1)([CH3:3])[CH3:2].Br.C(O)(=O)C.[OH2:28], predict the reaction product. The product is: [CH:1]([C:4]1[CH:9]=[CH:8][C:7]([CH:10]2[C:15]3[CH:16]=[CH:17][CH:18]=[CH:19][C:20]=3[O:28][C:11]2([CH3:13])[CH3:12])=[CH:6][CH:5]=1)([CH3:3])[CH3:2]. (2) Given the reactants [CH3:1][C:2]1[CH:9]=[C:8](Br)[CH:7]=[CH:6][C:3]=1[CH:4]=[O:5].[CH2:11]([B-](F)(F)F)[CH2:12][CH2:13][CH3:14].[K+], predict the reaction product. The product is: [CH3:1][C:2]1[CH:9]=[C:8]([CH2:11][CH2:12][CH2:13][CH3:14])[CH:7]=[CH:6][C:3]=1[CH:4]=[O:5]. (3) Given the reactants [N:1]([C@@H:4]([C@H:8]([CH3:14])[CH2:9][C:10]([F:13])([F:12])[F:11])[C:5]([OH:7])=[O:6])=[N+]=[N-].C(O)(=O)C, predict the reaction product. The product is: [F:11][C:10]([F:12])([F:13])[CH2:9][C@@H:8]([CH3:14])[C@@H:4]([C:5]([OH:7])=[O:6])[NH2:1]. (4) Given the reactants Br[C:2]1[CH:3]=[C:4]2[C:9](=[CH:10][CH:11]=1)[N:8]=[CH:7][C:6]([C:12]([CH:14]1[CH2:16][CH2:15]1)=[O:13])=[C:5]2[NH:17][C:18]1[CH:23]=[CH:22][C:21]([CH2:24][CH2:25][N:26]([CH3:28])[CH3:27])=[CH:20][CH:19]=1.[Cl:29][C:30]1[CH:35]=[C:34](B2OC(C)(C)C(C)(C)O2)[CH:33]=[C:32]([Cl:45])[C:31]=1[OH:46], predict the reaction product. The product is: [CH:14]1([C:12]([C:6]2[CH:7]=[N:8][C:9]3[C:4]([C:5]=2[NH:17][C:18]2[CH:19]=[CH:20][C:21]([CH2:24][CH2:25][N:26]([CH3:28])[CH3:27])=[CH:22][CH:23]=2)=[CH:3][C:2]([C:34]2[CH:35]=[C:30]([Cl:29])[C:31]([OH:46])=[C:32]([Cl:45])[CH:33]=2)=[CH:11][CH:10]=3)=[O:13])[CH2:16][CH2:15]1. (5) Given the reactants [C:1]([OH:7])([C:3]([F:6])([F:5])[F:4])=[O:2].[CH3:8][C:9]1[CH:14]=[C:13]([CH3:15])[CH:12]=[C:11]([CH3:16])[C:10]=1[NH:17][C:18]([NH:20][C:21]1[C:22]([C:31]([N:33]2[CH2:44][CH2:43][CH2:42][C@@H:34]2[C:35]([O:37]C(C)(C)C)=[O:36])=[O:32])=[CH:23][C:24]2[C:29]([CH:30]=1)=[CH:28][CH:27]=[CH:26][CH:25]=2)=[O:19].[OH-].[Na+].CC#N, predict the reaction product. The product is: [C:1]([OH:7])([C:3]([F:6])([F:5])[F:4])=[O:2].[OH2:19].[CH3:8][C:9]1[CH:14]=[C:13]([CH3:15])[CH:12]=[C:11]([CH3:16])[C:10]=1[NH:17][C:18]([NH:20][C:21]1[C:22]([C:31]([N:33]2[CH2:44][CH2:43][CH2:42][C@@H:34]2[C:35]([OH:37])=[O:36])=[O:32])=[CH:23][C:24]2[C:29]([CH:30]=1)=[CH:28][CH:27]=[CH:26][CH:25]=2)=[O:19]. (6) Given the reactants [F:1][C:2]([F:7])([F:6])[C:3](=[NH:5])[NH2:4].[CH3:8][O:9][C:10](=[O:19])[CH2:11][C:12](=O)[CH2:13][C:14](OC)=[O:15].Cl.C(OCC)(=O)C, predict the reaction product. The product is: [OH:15][C:14]1[N:4]=[C:3]([C:2]([F:7])([F:6])[F:1])[N:5]=[C:12]([CH2:11][C:10]([O:9][CH3:8])=[O:19])[CH:13]=1. (7) The product is: [Cl:1][C:2]1[CH:18]=[CH:17][C:5]2[CH2:6][CH2:7][N:8]([C:11](=[O:16])[C:12]([F:15])([F:14])[F:13])[CH2:9][CH2:10][C:4]=2[C:3]=1[NH:82][CH2:81][C:80]1[CH:83]=[CH:84][C:77]([CH2:76][CH2:75][C:74]([CH3:86])([CH3:85])[CH3:73])=[CH:78][CH:79]=1. Given the reactants [Cl:1][C:2]1[CH:18]=[CH:17][C:5]2[CH2:6][CH2:7][N:8]([C:11](=[O:16])[C:12]([F:15])([F:14])[F:13])[CH2:9][CH2:10][C:4]=2[C:3]=1OS(C(F)(F)F)(=O)=O.C1C=CC(P(C2C(C3C(P(C4C=CC=CC=4)C4C=CC=CC=4)=CC=C4C=3C=CC=C4)=C3C(C=CC=C3)=CC=2)C2C=CC=CC=2)=CC=1.[CH3:73][C:74]([CH3:86])([CH3:85])[CH2:75][CH2:76][C:77]1[CH:84]=[CH:83][C:80]([CH2:81][NH2:82])=[CH:79][CH:78]=1.C(=O)([O-])[O-].[Cs+].[Cs+], predict the reaction product.